This data is from Full USPTO retrosynthesis dataset with 1.9M reactions from patents (1976-2016). The task is: Predict the reactants needed to synthesize the given product. (1) The reactants are: [C:1]1(=[O:7])[O:6][C:4](=[O:5])[CH:3]=[CH:2]1.[O:8]1[CH:12]=[CH:11][CH:10]=[CH:9]1. Given the product [CH:9]12[O:8][CH:12]([CH:11]=[CH:10]1)[CH:3]1[CH:2]2[C:1](=[O:7])[O:6][C:4]1=[O:5], predict the reactants needed to synthesize it. (2) Given the product [CH3:11][O:10][C:7]1[CH:6]=[C:4]2[C:3]([CH2:2][NH:1][C:12](=[O:13])[NH:5]2)=[CH:9][CH:8]=1, predict the reactants needed to synthesize it. The reactants are: [NH2:1][CH2:2][C:3]1[CH:9]=[CH:8][C:7]([O:10][CH3:11])=[CH:6][C:4]=1[NH2:5].[C:12](C1NC=CN=1)(C1NC=CN=1)=[O:13]. (3) Given the product [CH3:16][N:17](/[CH:19]=[C:9]1/[C:8](=[O:13])[CH2:7][CH2:6][C:5]2[C:10]/1=[CH:11][CH:12]=[C:3]([O:2][CH3:1])[CH:4]=2)[CH3:18], predict the reactants needed to synthesize it. The reactants are: [CH3:1][O:2][C:3]1[CH:4]=[C:5]2[C:10](=[CH:11][CH:12]=1)[CH2:9][C:8](=[O:13])[CH2:7][CH2:6]2.CO[CH:16](OC)[N:17]([CH3:19])[CH3:18].C1(C)C=CC(S(O)(=O)=O)=CC=1.